From a dataset of Peptide-MHC class I binding affinity with 185,985 pairs from IEDB/IMGT. Regression. Given a peptide amino acid sequence and an MHC pseudo amino acid sequence, predict their binding affinity value. This is MHC class I binding data. The peptide sequence is SLYNTVCVIWC. The MHC is HLA-B27:05 with pseudo-sequence HLA-B27:05. The binding affinity (normalized) is 0.